Dataset: Forward reaction prediction with 1.9M reactions from USPTO patents (1976-2016). Task: Predict the product of the given reaction. (1) The product is: [F:22][C:19]1[CH:18]=[CH:17][C:16]([C@H:14]([N:11]2[CH2:10][CH2:9][N:8]([C:6]3[N:29]=[CH:28][N:27]=[C:26]([O:30][C:31]4[C:36]5[N:37]=[C:38]([NH:40][C:41](=[O:43])[CH3:42])[S:39][C:35]=5[CH:34]=[CH:33][CH:32]=4)[CH:25]=3)[CH2:13][CH2:12]2)[CH3:15])=[CH:21][CH:20]=1. Given the reactants C(O[C:6]([N:8]1[CH2:13][CH2:12][N:11]([C@@H:14]([C:16]2[CH:21]=[CH:20][C:19]([F:22])=[CH:18][CH:17]=2)[CH3:15])[CH2:10][CH2:9]1)=O)(C)(C)C.ClC1[N:29]=[CH:28][N:27]=[C:26]([O:30][C:31]2[C:36]3[N:37]=[C:38]([NH:40][C:41](=[O:43])[CH3:42])[S:39][C:35]=3[CH:34]=[CH:33][CH:32]=2)[CH:25]=1, predict the reaction product. (2) Given the reactants [F:1][C:2]1[CH:3]=[C:4]([C:9]2([OH:14])[CH2:13][CH2:12][NH:11][CH2:10]2)[CH:5]=[C:6]([F:8])[CH:7]=1.C(=O)([O-])[O-].[K+].[K+].I[CH2:22][CH2:23][CH3:24], predict the reaction product. The product is: [F:1][C:2]1[CH:3]=[C:4]([C:9]2([OH:14])[CH2:13][CH2:12][N:11]([CH2:22][CH2:23][CH3:24])[CH2:10]2)[CH:5]=[C:6]([F:8])[CH:7]=1.